From a dataset of Catalyst prediction with 721,799 reactions and 888 catalyst types from USPTO. Predict which catalyst facilitates the given reaction. (1) Reactant: [C:1]([C:4]1[N:9]=[C:8]([C:10]([O:12][CH3:13])=[O:11])[C:7]([NH:14][C:15]2[CH:20]=[CH:19][CH:18]=[CH:17][C:16]=2[F:21])=[C:6]([F:22])[C:5]=1Cl)(=[O:3])[CH3:2].[N-:24]=[N+]=[N-].[Na+]. Product: [F:22][C:6]1[C:5]2[C:4](=[C:1]([CH3:2])[O:3][N:24]=2)[N:9]=[C:8]([C:10]([O:12][CH3:13])=[O:11])[C:7]=1[NH:14][C:15]1[CH:20]=[CH:19][CH:18]=[CH:17][C:16]=1[F:21]. The catalyst class is: 95. (2) Reactant: Cl[C:2]1[CH:7]=[C:6]([C:8]2[CH:13]=[CH:12][CH:11]=[C:10]([Cl:14])[C:9]=2[CH3:15])[N:5]=[C:4]([NH2:16])[N:3]=1.[NH:17]1[C:25]2[C:20](=[CH:21][CH:22]=[CH:23][CH:24]=2)[C:19]([CH2:26][CH:27]([NH2:29])[CH3:28])=[CH:18]1. Product: [Cl:14][C:10]1[C:9]([CH3:15])=[C:8]([C:6]2[N:5]=[C:4]([NH2:16])[N:3]=[C:2]([NH:29][CH:27]([CH3:28])[CH2:26][C:19]3[C:20]4[C:25](=[CH:24][CH:23]=[CH:22][CH:21]=4)[NH:17][CH:18]=3)[CH:7]=2)[CH:13]=[CH:12][CH:11]=1. The catalyst class is: 5.